Dataset: Forward reaction prediction with 1.9M reactions from USPTO patents (1976-2016). Task: Predict the product of the given reaction. (1) The product is: [CH3:26][N:25]([CH3:24])[C:27]1[N:6]([CH2:7][C:8]2[CH:13]=[CH:12][CH:11]=[CH:10][C:9]=2[F:14])[N:5]=[C:4]([C:15]([O:17][CH2:18][CH3:19])=[O:16])[CH:3]=1. Given the reactants NC1[N:6]([CH2:7][C:8]2[CH:13]=[CH:12][CH:11]=[CH:10][C:9]=2[F:14])[N:5]=[C:4]([C:15]([O:17][CH2:18][CH3:19])=[O:16])[CH:3]=1.[H-].[Li+].IC.[CH3:24][N:25]([CH:27]=O)[CH3:26], predict the reaction product. (2) Given the reactants [F:1][C:2]1[CH:3]=[C:4]([C@@H:9]2[CH2:13][N:12]([CH2:14][CH2:15][O:16][CH3:17])[CH2:11][C@H:10]2[NH2:18])[CH:5]=[CH:6][C:7]=1[F:8].[CH3:19][C:20]1[C:21]([O:41][CH2:42][CH2:43][S:44]([CH3:47])(=[O:46])=[O:45])=[N:22][N:23]([C:35]2[CH:40]=[CH:39][CH:38]=[CH:37][CH:36]=2)[C:24]=1[NH:25][C:26](=O)[O:27]C1C=CC=CC=1.CCOC(C)=O, predict the reaction product. The product is: [F:1][C:2]1[CH:3]=[C:4]([C@@H:9]2[CH2:13][N:12]([CH2:14][CH2:15][O:16][CH3:17])[CH2:11][C@H:10]2[NH:18][C:26]([NH:25][C:24]2[N:23]([C:35]3[CH:40]=[CH:39][CH:38]=[CH:37][CH:36]=3)[N:22]=[C:21]([O:41][CH2:42][CH2:43][S:44]([CH3:47])(=[O:45])=[O:46])[C:20]=2[CH3:19])=[O:27])[CH:5]=[CH:6][C:7]=1[F:8]. (3) Given the reactants [F:1][C:2]1[CH:12]=[CH:11][CH:10]=[C:9]([C:13]([F:16])([F:15])[F:14])[C:3]=1[CH2:4][NH:5][C:6]([NH2:8])=[O:7].[C:17](OC(C)(C)C)(=[O:22])[CH2:18][C:19]([CH3:21])=O.O.C1(C)C=CC(S(O)(=O)=O)=CC=1.CC(O)C, predict the reaction product. The product is: [F:1][C:2]1[CH:12]=[CH:11][CH:10]=[C:9]([C:13]([F:14])([F:15])[F:16])[C:3]=1[CH2:4][N:5]1[C:19]([CH3:21])=[CH:18][C:17](=[O:22])[NH:8][C:6]1=[O:7]. (4) The product is: [C:1]1([CH:7]2[CH2:16][CH2:15][CH2:14][CH2:13][C:12](=[O:17])[CH:11]=[CH:10][CH2:9][CH2:8]2)[CH:6]=[CH:5][CH:4]=[CH:3][CH:2]=1.[C:18]1([CH:25]2[CH2:34][CH2:33][CH2:32][CH2:31][C:30](=[O:35])[CH:29]=[CH:28][CH2:27][CH2:26]2)[CH:19]=[CH:24][CH:23]=[CH:22][CH:21]=1. Given the reactants [C:1]1([CH:7]2[CH2:16][CH2:15][CH2:14][CH2:13][C:12](=[O:17])[CH:11]=[CH:10][CH2:9][CH2:8]2)[CH:6]=[CH:5][CH:4]=[CH:3][CH:2]=1.[CH2:18]([CH:25]1[CH2:34][CH2:33][CH2:32][CH2:31][C:30](=[O:35])[CH:29]=[CH:28][CH:27]=[CH:26]1)[C:19]1[CH:24]=[CH:23][CH:22]=[CH:21]C=1, predict the reaction product. (5) The product is: [Br:19][C:14]1[CH:15]=[CH:16][CH:17]=[C:18]2[C:13]=1[NH:12][C:11]1[C:6]([CH2:5][CH2:4][OH:3])([CH2:20][CH3:21])[O:7][CH2:8][CH2:9][C:10]2=1. Given the reactants C([O:3][C:4](=O)[CH2:5][C:6]1([CH2:20][CH3:21])[C:11]2[NH:12][C:13]3[C:18]([C:10]=2[CH2:9][CH2:8][O:7]1)=[CH:17][CH:16]=[CH:15][C:14]=3[Br:19])C.[BH4-].[Li+], predict the reaction product.